From a dataset of Forward reaction prediction with 1.9M reactions from USPTO patents (1976-2016). Predict the product of the given reaction. (1) Given the reactants C(O[C:6](=O)[N:7]([C@H:9]([C:11](=[O:40])[NH:12][C@@H:13]1[C:19](=[O:20])[N:18]([CH2:21][C:22]2[C:31]3[C:26](=[CH:27][CH:28]=[CH:29][CH:30]=3)[CH:25]=[CH:24][C:23]=2[O:32][CH2:33][CH:34]=[CH2:35])[C:17]2[CH:36]=[CH:37][CH:38]=[CH:39][C:16]=2[CH2:15][CH2:14]1)[CH3:10])C)(C)(C)C.[BH3-]C#N.[Na+].[Si](Cl)(C)(C)C.[Si](I)(C)(C)C, predict the reaction product. The product is: [CH2:33]([O:32][C:23]1[CH:24]=[CH:25][C:26]2[C:31](=[CH:30][CH:29]=[CH:28][CH:27]=2)[C:22]=1[CH2:21][N:18]1[C:19](=[O:20])[C@@H:13]([NH:12][C:11](=[O:40])[C@@H:9]([NH:7][CH3:6])[CH3:10])[CH2:14][CH2:15][C:16]2[CH:39]=[CH:38][CH:37]=[CH:36][C:17]1=2)[CH:34]=[CH2:35]. (2) Given the reactants B(Br)(Br)Br.C[O:6][C:7]1[CH:15]=[CH:14][C:13]2[NH:12][C:11]3[CH:16]([CH2:19][C:20]([O:22][CH2:23][CH3:24])=[O:21])[CH2:17][CH2:18][C:10]=3[C:9]=2[CH:8]=1.C([O-])([O-])=O.[K+].[K+], predict the reaction product. The product is: [OH:6][C:7]1[CH:15]=[CH:14][C:13]2[NH:12][C:11]3[CH:16]([CH2:19][C:20]([O:22][CH2:23][CH3:24])=[O:21])[CH2:17][CH2:18][C:10]=3[C:9]=2[CH:8]=1. (3) Given the reactants [CH3:1][C:2]1[CH:3]=[C:4]([CH:8]=[CH:9][C:10]=1[C:11]([N:13]1[CH2:17][CH2:16][CH2:15][CH2:14]1)=[O:12])[C:5]([OH:7])=O.CN(C(ON1N=NC2C=CC=CC1=2)=[N+](C)C)C.[B-](F)(F)(F)F.C(N(C(C)C)CC)(C)C.[CH2:49]([O:56][C:57]([NH:59][CH2:60][CH2:61][CH:62]([NH2:73])[C:63]1[NH:67][C:66]2[CH:68]=[CH:69][C:70]([Cl:72])=[CH:71][C:65]=2[N:64]=1)=[O:58])[C:50]1[CH:55]=[CH:54][CH:53]=[CH:52][CH:51]=1.ClCl, predict the reaction product. The product is: [CH2:49]([O:56][C:57]([NH:59][CH2:60][CH2:61][C@H:62]([NH:73][C:5](=[O:7])[C:4]1[CH:8]=[CH:9][C:10]([C:11]([N:13]2[CH2:17][CH2:16][CH2:15][CH2:14]2)=[O:12])=[C:2]([CH3:1])[CH:3]=1)[C:63]1[NH:67][C:66]2[CH:68]=[CH:69][C:70]([Cl:72])=[CH:71][C:65]=2[N:64]=1)=[O:58])[C:50]1[CH:51]=[CH:52][CH:53]=[CH:54][CH:55]=1. (4) Given the reactants Cl[C:2]1[N:7]=[C:6]([S:8][CH3:9])[N:5]=[C:4]([NH:10][C@@H:11]2[CH2:16][CH2:15][C@H:14]([NH:17][C:18](=[O:27])[C:19]3[CH:24]=[CH:23][C:22]([F:25])=[C:21]([F:26])[CH:20]=3)[CH2:13][CH2:12]2)[CH:3]=1.C[CH2:29][N:30](C(C)C)[CH:31](C)C.CNC.[C:40]([OH:46])([C:42]([F:45])([F:44])[F:43])=[O:41], predict the reaction product. The product is: [F:43][C:42]([F:45])([F:44])[C:40]([OH:46])=[O:41].[CH3:29][N:30]([CH3:31])[C:2]1[N:7]=[C:6]([S:8][CH3:9])[N:5]=[C:4]([NH:10][C@@H:11]2[CH2:16][CH2:15][C@H:14]([NH:17][C:18](=[O:27])[C:19]3[CH:24]=[CH:23][C:22]([F:25])=[C:21]([F:26])[CH:20]=3)[CH2:13][CH2:12]2)[CH:3]=1. (5) Given the reactants [F:1][C:2]([F:16])([F:15])[C:3]1[CH:4]=[C:5]([CH:9]2[CH2:14][CH2:13][NH:12][CH2:11][CH2:10]2)[CH:6]=[CH:7][CH:8]=1.[CH2:17](Br)[CH2:18][CH2:19][CH3:20].Cl, predict the reaction product. The product is: [CH2:17]([N:12]1[CH2:11][CH2:10][CH:9]([C:5]2[CH:6]=[CH:7][CH:8]=[C:3]([C:2]([F:1])([F:15])[F:16])[CH:4]=2)[CH2:14][CH2:13]1)[CH2:18][CH2:19][CH3:20]. (6) Given the reactants [CH:1]1[C:6]([C@@H:7](O)[CH2:8][NH2:9])=[CH:5][C:4]([OH:11])=[C:3](O)[CH:2]=1.C(O)(C(O)=O)C(O)C(O)=O.C[NH:24][CH2:25][CH:26](C1C=CC(O)=C(O)C=1)O, predict the reaction product. The product is: [CH:3]1[C:4]([OH:11])=[CH:5][C:6]2[C:7]([CH2:26][CH2:25][NH2:24])=[CH:8][NH:9][C:1]=2[CH:2]=1. (7) Given the reactants [Cl:1][C:2]1[S:6][C:5]([C:7]([NH:9][C:10]2[CH:15]=[CH:14][N:13]=[CH:12][C:11]=2[C:16]([O:18]C)=[O:17])=[O:8])=[CH:4][CH:3]=1.O.[OH-].[Li+], predict the reaction product. The product is: [Cl:1][C:2]1[S:6][C:5]([C:7]([NH:9][C:10]2[CH:15]=[CH:14][N:13]=[CH:12][C:11]=2[C:16]([OH:18])=[O:17])=[O:8])=[CH:4][CH:3]=1. (8) Given the reactants [C:1](=[O:21])([O:11][C:12]1[CH:17]=[CH:16][C:15]([N+:18]([O-:20])=[O:19])=[CH:14][CH:13]=1)[O:2][CH2:3][C:4]1[CH:9]=CC=C(Br)[CH:5]=1.BrC1C=C(CO)C=CC=1.[CH3:31][C:32]1[C:63]([CH3:64])=[CH:62][CH:61]=[CH:60][C:33]=1[O:34][CH2:35][CH2:36][CH2:37][C:38]([N:40]1[C:49]2[C:44](=[C:45]([C:50]3[CH:51]=[N:52][N:53](C(C)(C)CO)[CH:54]=3)[CH:46]=[CH:47][CH:48]=2)[CH2:43][CH2:42][CH2:41]1)=[O:39], predict the reaction product. The product is: [C:1](=[O:21])([O:11][C:12]1[CH:13]=[CH:14][C:15]([N+:18]([O-:20])=[O:19])=[CH:16][CH:17]=1)[O:2][CH2:3][C:4]([N:52]1[CH:51]=[C:50]([C:45]2[CH:46]=[CH:47][CH:48]=[C:49]3[C:44]=2[CH2:43][CH2:42][CH2:41][N:40]3[C:38](=[O:39])[CH2:37][CH2:36][CH2:35][O:34][C:33]2[CH:60]=[CH:61][CH:62]=[C:63]([CH3:64])[C:32]=2[CH3:31])[CH:54]=[N:53]1)([CH3:5])[CH3:9].